This data is from Experimentally validated miRNA-target interactions with 360,000+ pairs, plus equal number of negative samples. The task is: Binary Classification. Given a miRNA mature sequence and a target amino acid sequence, predict their likelihood of interaction. (1) The miRNA is hsa-miR-500b-3p with sequence GCACCCAGGCAAGGAUUCUG. The protein sequence of the target gene is MYEGKKTKNMFLTRALEKILADKEVKKAHHSQLRKACEVALEEIKVETEKQSPPHGEAKAGSGTLPPVKSKTNFIEADKYFLPFELACQSKCPRIVSTSLDCLQKLIAYGHLTGRAPDSTTPGKKLIDRIIETICGCFQGPQTDEGVQLQIIKALLTAVTSQHIEIHEGTVLQAVRTCYNIYLASKNLINQTTAKATLTQMLNVIFARMENQALQEAKQMERERHRQQQHLLQSPVSHHEPESPHLRYLPPQTVDHINQEHEGDLEPQTHDVDKSLQDDTEPENGSDISSAENEQTEADQ.... Result: 0 (no interaction). (2) The miRNA is hsa-miR-30e-5p with sequence UGUAAACAUCCUUGACUGGAAG. The protein sequence of the target gene is MAEASFGSSSPVGSLSSEDHDFDPTAEMLVHDYDDERTLEEEEMMDEGKNFSSEIEDLEKEGTMPLEDLLAFYGYEPTIPAVANSSANSSPSELADELPDMTLDKEEIAKDLLSGDDEETQSSADDLTPSVTSHETSDFFPRPLRSNTACDGDKESEVEDVETDSGNSPEDLRKEIMIGLQYQAEIPPYLGEYDGNEKVYENEDQLLWCPDVVLESKVKEYLVETSLRTGSEKIMDRISAGTHTRDNEQALYELLKCNHNIKEAIERYCCNGKASQEGMTAWTEEECRSFEHALMLFGKD.... Result: 1 (interaction). (3) The miRNA is hsa-miR-6881-5p with sequence UGGGGUAAGGAUAGGAGGGUCA. The protein sequence of the target gene is MSRPSSVSPRQPAPGGGGGGGPSPCGPGGGGRAKGLKDIRIDEEVKIAVNIALERFRYGDQREMEFPSSLTSTERAFIHRLSQSLGLVSKSKGKGANRYLTVKKKDGSETAHAMMTCNLTHNTKHAVRSLIQRFPVTNKERTELLPKTERGNVFAVEAENREMSKTSGRLNNGIPQIPVKRGESEFDSFRQSLPVFEKQEEIVKIIKENKVVLIVGETGSGKTTQIPQFLLDDCFKNGIPCRIFCTQPRRLAAIAVAERVAAERRERIGQTIGYQIRLESRVSPKTLLTFCTNGVLLRTL.... Result: 0 (no interaction). (4) The miRNA is mmu-miR-6984-3p with sequence UACUUUCUUUCCUGUCUUUCU. The protein sequence of the target gene is MSQVPTTYSFDAPTDFINFSSLDAEEDTENIDSWFDEKANLENKFLRQRGIGEPFQGKNSLRKAKLQQGFVTPLKAVDNTYHKETEKENLQKQSIPSNDCSSLDAKRAVSGNTPVQPQRRSIRLSAQKDLEQKEKNHVASVEMKAKRCVAPATDCPPQKRMKVSHKKKLEEEEEGSAPATSRKNERETLEKAKGKHTVPGVPPAREKVLKSTEEQEIEKRLRMQQEVVELRRKNEEFKKLALAGPGQPVKKSTSQVTKTVDFHFLTDERIKQHPKNQEEYKEVNFMSELRKHSSTPARGT.... Result: 0 (no interaction). (5) The miRNA is hsa-let-7a-5p with sequence UGAGGUAGUAGGUUGUAUAGUU. The protein sequence of the target gene is MSSSVEQKKGPTRQRKCGFCKSNRDKECGQLLISENQKVAAHHKCMLFSSALVSSHSDNESLGGFSIEDVQKEIKRGTKLMCSLCHCPGATIGCDVKTCHRTYHYHCALHDKAQIREKPSQGIYMVYCRKHKKTAHNSEADLEESFNEHELEPSSPKSKKKSRKGRPRKTNFKGLSEDTRSTSSHGTDEMESSSYRDRSPHRSSPSDTRPKCGFCHVGEEENEARGKLHIFNAKKAAAHYKCMLFSSGTVQLTTTSRAEFGDFDIKTVLQEIKRGKRMKCTLCSQPGATIGCEIKACVKT.... Result: 1 (interaction). (6) The miRNA is hsa-miR-124-3p with sequence UAAGGCACGCGGUGAAUGCCAA. The protein sequence of the target gene is MGSPAAPEGALGYVREFTRHSSDVLGNLNELRLRGILTDVTLLVGGQPLRAHKAVLIACSGFFYSIFRGRAGVGVDVLSLPGGPEARGFAPLLDFMYTSRLRLSPATAPAVLAAATYLQMEHVVQACHRFIQASYEPLGISLRPLEAEPPTPPTAPPPGSPRRSEGHPDPPTESRSCSQGPPSPASPDPKACNWKKYKYIVLNSQASQAGSLVGERSSGQPCPQARLPSGDEASSSSSSSSSSSEEGPIPGPQSRLSPTAATVQFKCGAPASTPYLLTSQAQDTSGSPSERARPLPGSEF.... Result: 1 (interaction).